Dataset: TCR-epitope binding with 47,182 pairs between 192 epitopes and 23,139 TCRs. Task: Binary Classification. Given a T-cell receptor sequence (or CDR3 region) and an epitope sequence, predict whether binding occurs between them. (1) The epitope is NLVPMVATV. The TCR CDR3 sequence is CASSGGAVNEQFF. Result: 0 (the TCR does not bind to the epitope). (2) The epitope is KLPDDFTGCV. The TCR CDR3 sequence is CASSHRTGGYTGELFF. Result: 1 (the TCR binds to the epitope). (3) The epitope is KLNVGDYFV. The TCR CDR3 sequence is CASTSYPGNEQYF. Result: 0 (the TCR does not bind to the epitope). (4) Result: 0 (the TCR does not bind to the epitope). The epitope is ARMILMTHF. The TCR CDR3 sequence is CASSVTFGVARYEQFF. (5) The epitope is HTTDPSFLGRY. The TCR CDR3 sequence is CASSSPGQSSGANVLTF. Result: 0 (the TCR does not bind to the epitope). (6) The epitope is GTITSGWTF. The TCR CDR3 sequence is CASSSPDRHNEKLFF. Result: 0 (the TCR does not bind to the epitope).